Task: Predict which catalyst facilitates the given reaction.. Dataset: Catalyst prediction with 721,799 reactions and 888 catalyst types from USPTO (1) Reactant: [CH3:1][C:2]([C:4]1[CH:9]=[CH:8][CH:7]=[CH:6][CH:5]=1)=[CH2:3].[Br:10]NC(=O)CCC(N)=O. Product: [Br:10][CH2:3][C:2]([C:4]1[CH:9]=[CH:8][CH:7]=[CH:6][CH:5]=1)=[CH2:1].[Br:10][CH:3]=[C:2]([CH3:1])[C:4]1[CH:9]=[CH:8][CH:7]=[CH:6][CH:5]=1. The catalyst class is: 53. (2) Reactant: [CH2:1]([O:3][C:4]([CH:6]1[C:10](=[O:11])[N:9]([C@H:12]([C:14]2[CH:19]=[CH:18][CH:17]=[CH:16][CH:15]=2)[CH3:13])[CH2:8][C@H:7]1[C:20]1([CH2:23][O:24][Si](C(C)(C)C)(C2C=CC=CC=2)C2C=CC=CC=2)[CH2:22][CH2:21]1)=[O:5])[CH3:2]. Product: [CH2:1]([O:3][C:4]([CH:6]1[C:10](=[O:11])[N:9]([C@H:12]([C:14]2[CH:15]=[CH:16][CH:17]=[CH:18][CH:19]=2)[CH3:13])[CH2:8][C@H:7]1[C:20]1([CH2:23][OH:24])[CH2:21][CH2:22]1)=[O:5])[CH3:2]. The catalyst class is: 17. (3) Reactant: [OH-].[Na+].C([O:5][C:6]([C:8]1[CH:9]=[N:10][N:11]([C:14]2[C:19]([Cl:20])=[CH:18][C:17]([Cl:21])=[CH:16][N:15]=2)[C:12]=1[CH3:13])=[O:7])C. Product: [Cl:20][C:19]1[C:14]([N:11]2[C:12]([CH3:13])=[C:8]([C:6]([OH:7])=[O:5])[CH:9]=[N:10]2)=[N:15][CH:16]=[C:17]([Cl:21])[CH:18]=1. The catalyst class is: 6. (4) Reactant: CS(C)=O.C(Cl)(=O)C(Cl)=O.[CH3:11][C:12]1[C:20]2[C:15](=[CH:16][N:17]=[C:18]([CH2:21][OH:22])[CH:19]=2)[O:14][CH:13]=1. Product: [CH3:11][C:12]1[C:20]2[C:15](=[CH:16][N:17]=[C:18]([CH:21]=[O:22])[CH:19]=2)[O:14][CH:13]=1. The catalyst class is: 2. (5) Reactant: C([O-])([O-])=O.[K+].[K+].Cl.[N:8](=[CH:16][CH2:17]Cl)[CH2:9][CH2:10][CH2:11][CH2:12][CH2:13][CH2:14]Cl.[F:19][CH2:20][CH2:21][CH2:22][C:23]1[CH:32]=[CH:31][C:26]2[NH:27][C:28](=[O:30])[S:29][C:25]=2[CH:24]=1.O. Product: [N:8]1([CH2:16][CH2:17][N:27]2[C:26]3[CH:31]=[CH:32][C:23]([CH2:22][CH2:21][CH2:20][F:19])=[CH:24][C:25]=3[S:29][C:28]2=[O:30])[CH2:14][CH2:13][CH2:12][CH2:11][CH2:10][CH2:9]1. The catalyst class is: 3. (6) Reactant: Cl[C:2]1[C:11]2=[N:12][N:13](CC3C=CC(OC)=CC=3)[CH:14]=[C:10]2[C:9]2[CH:8]=[CH:7][CH:6]=[CH:5][C:4]=2[N:3]=1.[CH3:24][N:25]1[CH2:31][CH2:30][CH2:29][N:28]([C:32]2[CH:38]=[CH:37][C:35]([NH2:36])=[CH:34][CH:33]=2)[CH2:27][CH2:26]1.Cl. Product: [CH3:24][N:25]1[CH2:31][CH2:30][CH2:29][N:28]([C:32]2[CH:38]=[CH:37][C:35]([NH:36][C:2]3[C:11]4=[N:12][NH:13][CH:14]=[C:10]4[C:9]4[CH:8]=[CH:7][CH:6]=[CH:5][C:4]=4[N:3]=3)=[CH:34][CH:33]=2)[CH2:27][CH2:26]1. The catalyst class is: 71. (7) Product: [F:24][C@H:25]1[C@H:30]([C:31]2[CH:36]=[CH:35][C:34]([OH:37])=[CH:33][CH:32]=2)[CH2:29][CH2:28][N:27]([CH:2]2[CH2:6][CH2:5][N:4]([CH2:7][C:8]3[CH:13]=[CH:12][C:11]([CH3:14])=[CH:10][CH:9]=3)[C:3]2=[O:15])[CH2:26]1. Reactant: Br[CH:2]1[CH2:6][CH2:5][N:4]([CH2:7][C:8]2[CH:13]=[CH:12][C:11]([CH3:14])=[CH:10][CH:9]=2)[C:3]1=[O:15].C(N(CC)CC)C.Cl.[F:24][C@H:25]1[C@H:30]([C:31]2[CH:36]=[CH:35][C:34]([OH:37])=[CH:33][CH:32]=2)[CH2:29][CH2:28][NH:27][CH2:26]1.O. The catalyst class is: 3. (8) Reactant: [N+:1]([C:4]1[CH:5]=[C:6]([CH:9]=[C:10]([N+:12]([O-:14])=[O:13])[CH:11]=1)[CH2:7][OH:8])([O-:3])=[O:2].[CH2:15]([CH:20]1[CH2:25][CH2:24][CH:23]([C:26]([O:28][C:29]2[CH:34]=[CH:33][C:32](/[CH:35]=[CH:36]/[C:37](O)=[O:38])=[CH:31][CH:30]=2)=[O:27])[CH2:22][CH2:21]1)[CH2:16][CH2:17][CH2:18][CH3:19].Cl.CN(C)CCCN=C=NCC. Product: [CH2:15]([CH:20]1[CH2:21][CH2:22][CH:23]([C:26]([O:28][C:29]2[CH:34]=[CH:33][C:32](/[CH:35]=[CH:36]/[C:37]([O:8][CH2:7][C:6]3[CH:5]=[C:4]([N+:1]([O-:3])=[O:2])[CH:11]=[C:10]([N+:12]([O-:14])=[O:13])[CH:9]=3)=[O:38])=[CH:31][CH:30]=2)=[O:27])[CH2:24][CH2:25]1)[CH2:16][CH2:17][CH2:18][CH3:19]. The catalyst class is: 119.